This data is from Reaction yield outcomes from USPTO patents with 853,638 reactions. The task is: Predict the reaction yield, written as a fraction of the theoretical maximum amount of product (1.0 means a 100% yield; for example, 0.34 means a 34% yield). The reactants are [C:1]1([CH3:18])[CH:6]=[CH:5][CH:4]=[CH:3][C:2]=1[C:7]1[CH:8]=[C:9]2[C:14](=[CH:15][CH:16]=1)[N:13]=[C:12](N)[N:11]=[CH:10]2.[I-:19].[Cs+].II.N(OCCC(C)C)=O. The catalyst is COCCOC.[Cu]I. The product is [I:19][C:12]1[N:11]=[CH:10][C:9]2[C:14](=[CH:15][CH:16]=[C:7]([C:2]3[CH:3]=[CH:4][CH:5]=[CH:6][C:1]=3[CH3:18])[CH:8]=2)[N:13]=1. The yield is 0.260.